From a dataset of Full USPTO retrosynthesis dataset with 1.9M reactions from patents (1976-2016). Predict the reactants needed to synthesize the given product. (1) Given the product [NH4+:9].[OH-:23].[F:1][C:2]1[CH:7]=[CH:6][CH:5]=[C:4]([F:8])[C:3]=1[N:9]1[C:14]2[N:15]=[C:16]([NH:47][CH2:46][CH2:45][NH:44][CH:41]([CH3:43])[CH3:42])[N:17]=[C:18]([C:19]3[CH:20]=[C:21]([CH:32]=[CH:33][C:34]=3[CH3:35])[C:22]([NH:24][CH2:25][C:26]3[CH:31]=[CH:30][CH:29]=[CH:28][CH:27]=3)=[O:23])[C:13]=2[CH2:12][NH:11][C:10]1=[O:40], predict the reactants needed to synthesize it. The reactants are: [F:1][C:2]1[CH:7]=[CH:6][CH:5]=[C:4]([F:8])[C:3]=1[N:9]1[C:14]2[N:15]=[C:16](S(C)(=O)=O)[N:17]=[C:18]([C:19]3[CH:20]=[C:21]([CH:32]=[CH:33][C:34]=3[CH3:35])[C:22]([NH:24][CH2:25][C:26]3[CH:31]=[CH:30][CH:29]=[CH:28][CH:27]=3)=[O:23])[C:13]=2[CH2:12][NH:11][C:10]1=[O:40].[CH:41]([NH:44][CH2:45][CH2:46][NH2:47])([CH3:43])[CH3:42]. (2) Given the product [Br:16][C:6]1[CH:5]=[C:4]([N+:1]([O-:3])=[O:2])[C:13]2[C:8](=[CH:9][CH:10]=[CH:11][CH:12]=2)[N:7]=1, predict the reactants needed to synthesize it. The reactants are: [N+:1]([C:4]1[C:13]2[C:8](=[CH:9][CH:10]=[CH:11][CH:12]=2)[N+:7]([O-])=[CH:6][CH:5]=1)([O-:3])=[O:2].P(Br)(Br)[Br:16].P(Br)(Br)(Br)=O.[OH-].[Na+]. (3) Given the product [CH2:1]([O:3][C:4]([N:6]1[CH2:11][CH2:10][N:9]([C:12](=[O:39])[C@@H:13]([NH:23][C:24]([C:26]2[CH:31]=[C:30]([C:56]3[CH2:55][CH2:54][C:53]4([O:63][CH2:59][CH2:60][O:61]4)[CH2:58][CH:57]=3)[N:29]=[C:28]([C:33]3[CH:38]=[CH:37][CH:36]=[CH:35][CH:34]=3)[N:27]=2)=[O:25])[CH2:14][CH2:15][C:16]([O:18][C:19]([CH3:22])([CH3:21])[CH3:20])=[O:17])[CH2:8][CH2:7]1)=[O:5])[CH3:2], predict the reactants needed to synthesize it. The reactants are: [CH2:1]([O:3][C:4]([N:6]1[CH2:11][CH2:10][N:9]([C:12](=[O:39])[C@@H:13]([NH:23][C:24]([C:26]2[CH:31]=[C:30](Cl)[N:29]=[C:28]([C:33]3[CH:38]=[CH:37][CH:36]=[CH:35][CH:34]=3)[N:27]=2)=[O:25])[CH2:14][CH2:15][C:16]([O:18][C:19]([CH3:22])([CH3:21])[CH3:20])=[O:17])[CH2:8][CH2:7]1)=[O:5])[CH3:2].[C:53]1(P([C:53]2[CH:58]=[CH:57][CH:56]=[CH:55][CH:54]=2)[C:53]2[CH:58]=[CH:57][CH:56]=[CH:55][CH:54]=2)[CH:58]=[CH:57][CH:56]=[CH:55][CH:54]=1.[CH3:59][CH2:60][OH:61].C(=O)([O-])[O-:63].[Na+].[Na+]. (4) Given the product [CH2:38]([N:1]([C:2]1[CH:3]=[CH:4][CH:5]=[CH:6][CH:7]=1)[C:8]1[C:16]2[O:15][CH2:14][C@@H:13]([N:17]([C:32](=[O:37])[C:33]([F:36])([F:35])[F:34])[C:18]3[CH:31]=[CH:30][C:21]4[C@H:22]([CH2:25][C:26]([O:28][CH3:29])=[O:27])[CH2:23][O:24][C:20]=4[CH:19]=3)[C:12]=2[CH:11]=[CH:10][CH:9]=1)[CH3:39], predict the reactants needed to synthesize it. The reactants are: [NH:1]([C:8]1[C:16]2[O:15][CH2:14][C@@H:13]([N:17]([C:32](=[O:37])[C:33]([F:36])([F:35])[F:34])[C:18]3[CH:31]=[CH:30][C:21]4[C@H:22]([CH2:25][C:26]([O:28][CH3:29])=[O:27])[CH2:23][O:24][C:20]=4[CH:19]=3)[C:12]=2[CH:11]=[CH:10][CH:9]=1)[C:2]1[CH:7]=[CH:6][CH:5]=[CH:4][CH:3]=1.[CH2:38](I)[CH3:39].[H-].[Na+].O. (5) Given the product [C:1]([O:5][C:6]([N:8]1[C@H:13]([C:14](=[O:16])[NH:24][CH2:23][CH:17]2[CH2:22][CH2:21][CH2:20][CH2:19][CH2:18]2)[CH2:12][C@@H:11]2[C@H:9]1[CH2:10]2)=[O:7])([CH3:2])([CH3:3])[CH3:4], predict the reactants needed to synthesize it. The reactants are: [C:1]([O:5][C:6]([N:8]1[C@H:13]([C:14]([OH:16])=O)[CH2:12][C@@H:11]2[C@H:9]1[CH2:10]2)=[O:7])([CH3:4])([CH3:3])[CH3:2].[CH:17]1([CH2:23][NH2:24])[CH2:22][CH2:21][CH2:20][CH2:19][CH2:18]1.CN(C(ON1N=NC2C=CC=CC1=2)=[N+](C)C)C.F[P-](F)(F)(F)(F)F.CCN(C(C)C)C(C)C. (6) Given the product [NH2:28][CH2:27][C@H:17]1[CH2:16][C@@H:15]([N:14]([S:11]([C:4]2[CH:5]=[C:6]([O:9][CH3:10])[CH:7]=[CH:8][C:3]=2[O:2][CH3:1])(=[O:13])=[O:12])[CH2:39][C:40]2[CH:41]=[CH:42][CH:43]=[CH:44][CH:45]=2)[CH2:19][N:18]1[C:20]([O:22][C:23]([CH3:26])([CH3:25])[CH3:24])=[O:21], predict the reactants needed to synthesize it. The reactants are: [CH3:1][O:2][C:3]1[CH:8]=[CH:7][C:6]([O:9][CH3:10])=[CH:5][C:4]=1[S:11]([N:14]([CH2:39][C:40]1[CH:45]=[CH:44][CH:43]=[CH:42][CH:41]=1)[C@H:15]1[CH2:19][N:18]([C:20]([O:22][C:23]([CH3:26])([CH3:25])[CH3:24])=[O:21])[C@@H:17]([CH2:27][N:28]2C(=O)C3C(=CC=CC=3)C2=O)[CH2:16]1)(=[O:13])=[O:12].O.NN.